Dataset: Full USPTO retrosynthesis dataset with 1.9M reactions from patents (1976-2016). Task: Predict the reactants needed to synthesize the given product. (1) Given the product [C:25]([O:28][C:29]([CH3:34])([CH3:33])[C:30](=[O:31])[NH:22][NH:21][C:19]([C:16]1[CH:17]=[CH:18][C:13]2[N:12]=[CH:11][N:10]([C:7]3[CH:6]=[CH:5][C:4]([O:3][C:2]([F:1])([F:23])[F:24])=[CH:9][CH:8]=3)[C:14]=2[CH:15]=1)=[O:20])(=[O:27])[CH3:26], predict the reactants needed to synthesize it. The reactants are: [F:1][C:2]([F:24])([F:23])[O:3][C:4]1[CH:9]=[CH:8][C:7]([N:10]2[C:14]3[CH:15]=[C:16]([C:19]([NH:21][NH2:22])=[O:20])[CH:17]=[CH:18][C:13]=3[N:12]=[CH:11]2)=[CH:6][CH:5]=1.[C:25]([O:28][C:29]([CH3:34])([CH3:33])[C:30](Cl)=[O:31])(=[O:27])[CH3:26]. (2) Given the product [C:1]([O:5][C:6](=[O:20])[CH2:7][N:8]([CH2:9][C:10]1[CH:15]=[CH:14][C:13]([N+:16]([O-:18])=[O:17])=[CH:12][C:11]=1[NH2:19])[CH3:22])([CH3:4])([CH3:2])[CH3:3], predict the reactants needed to synthesize it. The reactants are: [C:1]([O:5][C:6](=[O:20])[CH2:7][NH:8][CH2:9][C:10]1[CH:15]=[CH:14][C:13]([N+:16]([O-:18])=[O:17])=[CH:12][C:11]=1[NH2:19])([CH3:4])([CH3:3])[CH3:2].I[CH3:22]. (3) Given the product [Cl:1][C:2]1[CH:12]=[CH:11][CH:10]=[CH:9][C:3]=1[C:4]([C:6](=[CH:20][NH:19][C:13]1[CH:18]=[CH:17][CH:16]=[CH:15][CH:14]=1)[C:7]#[N:8])=[O:5], predict the reactants needed to synthesize it. The reactants are: [Cl:1][C:2]1[CH:12]=[CH:11][CH:10]=[CH:9][C:3]=1[C:4]([CH2:6][C:7]#[N:8])=[O:5].[C:13]1([N:19](C2C=CC=CC=2)[CH:20]=N)[CH:18]=[CH:17][CH:16]=[CH:15][CH:14]=1. (4) Given the product [CH3:21][O:20][C:17]1[CH:18]=[CH:19][C:14]([CH2:13][N:9]2[CH2:8][CH2:7][C:6]3[C:11](=[C:2]([NH:58][C:59]4[CH:60]=[C:61]([CH3:65])[CH:62]=[CH:63][CH:64]=4)[CH:3]=[C:4]([NH:23][C@@H:24]4[CH2:29][CH2:28][CH2:27][CH2:26][C@@H:25]4[NH:30][C:31](=[O:37])[O:32][C:33]([CH3:34])([CH3:36])[CH3:35])[CH:5]=3)[C:10]2=[O:12])=[CH:15][CH:16]=1, predict the reactants needed to synthesize it. The reactants are: Br[C:2]1[CH:3]=[C:4](F)[CH:5]=[C:6]2[C:11]=1[C:10](=[O:12])[N:9]([CH2:13][C:14]1[CH:19]=[CH:18][C:17]([O:20][CH3:21])=[CH:16][CH:15]=1)[CH2:8][CH2:7]2.[NH2:23][C@@H:24]1[CH2:29][CH2:28][CH2:27][CH2:26][C@@H:25]1[NH:30][C:31](=[O:37])[O:32][C:33]([CH3:36])([CH3:35])[CH3:34].CCN(C(C)C)C(C)C.C1(=O)C2C(=CC=CC=2)CCN1.[NH2:58][C:59]1[CH:64]=[CH:63][CH:62]=[C:61]([CH3:65])[CH:60]=1. (5) Given the product [NH2:10][CH:8]([C:4]1[CH:3]=[C:2]([OH:1])[CH:7]=[CH:6][CH:5]=1)[CH3:9], predict the reactants needed to synthesize it. The reactants are: [OH:1][C:2]1[CH:3]=[C:4]([C:8](=[N:10]O)[CH3:9])[CH:5]=[CH:6][CH:7]=1.Cl.OCC1(OC[C@@H](O)[C@@H](O)[C@H]1O)O. (6) Given the product [CH:1]([O:4][C:5]1[CH:19]=[CH:18][C:8]([O:9][C:10]2[CH:17]=[CH:16][C:13]([CH:14]=[N:21][OH:22])=[CH:12][CH:11]=2)=[CH:7][CH:6]=1)([CH3:3])[CH3:2], predict the reactants needed to synthesize it. The reactants are: [CH:1]([O:4][C:5]1[CH:19]=[CH:18][C:8]([O:9][C:10]2[CH:17]=[CH:16][C:13]([CH:14]=O)=[CH:12][CH:11]=2)=[CH:7][CH:6]=1)([CH3:3])[CH3:2].Cl.[NH2:21][OH:22].Cl. (7) Given the product [Br:13][C:2]1[S:1][C:5]2[C:6](=[O:9])[NH:7][CH2:8][C:4]=2[CH:3]=1, predict the reactants needed to synthesize it. The reactants are: [S:1]1[C:5]2[C:6](=[O:9])[NH:7][CH2:8][C:4]=2[CH:3]=[CH:2]1.C(Cl)Cl.[Br:13]Br. (8) Given the product [ClH:22].[CH3:21][O:20][C:11]1([C:14]2[CH:19]=[CH:18][CH:17]=[CH:16][CH:15]=2)[CH2:10][CH2:9][NH:8][CH2:13][CH2:12]1, predict the reactants needed to synthesize it. The reactants are: C(OC([N:8]1[CH2:13][CH2:12][C:11]([O:20][CH3:21])([C:14]2[CH:19]=[CH:18][CH:17]=[CH:16][CH:15]=2)[CH2:10][CH2:9]1)=O)(C)(C)C.[ClH:22]. (9) The reactants are: [CH3:1][C:2]1[NH:3][C:4]([CH:7]=[O:8])=[CH:5][N:6]=1.[C:9](=O)([O-])[O-].[K+].[K+].C1(C)C=CC(S(OC)(=O)=O)=CC=1.[OH-].[Na+]. Given the product [CH3:9][N:3]1[C:4]([CH:7]=[O:8])=[CH:5][N:6]=[C:2]1[CH3:1], predict the reactants needed to synthesize it. (10) Given the product [CH3:9][O:10][CH2:11][CH2:12][C:13](=[O:14])[CH2:7][C:6]#[N:8], predict the reactants needed to synthesize it. The reactants are: C([Li])CCC.[C:6](#[N:8])[CH3:7].[CH3:9][O:10][CH2:11][CH2:12][C:13](OC)=[O:14].